This data is from NCI-60 drug combinations with 297,098 pairs across 59 cell lines. The task is: Regression. Given two drug SMILES strings and cell line genomic features, predict the synergy score measuring deviation from expected non-interaction effect. (1) Drug 1: CC1=CC2C(CCC3(C2CCC3(C(=O)C)OC(=O)C)C)C4(C1=CC(=O)CC4)C. Drug 2: CC1C(C(CC(O1)OC2CC(CC3=C2C(=C4C(=C3O)C(=O)C5=CC=CC=C5C4=O)O)(C(=O)C)O)N)O. Cell line: UO-31. Synergy scores: CSS=55.3, Synergy_ZIP=5.24, Synergy_Bliss=9.85, Synergy_Loewe=-29.0, Synergy_HSA=9.00. (2) Drug 1: CCCCCOC(=O)NC1=NC(=O)N(C=C1F)C2C(C(C(O2)C)O)O. Drug 2: CC1CCC2CC(C(=CC=CC=CC(CC(C(=O)C(C(C(=CC(C(=O)CC(OC(=O)C3CCCCN3C(=O)C(=O)C1(O2)O)C(C)CC4CCC(C(C4)OC)OCCO)C)C)O)OC)C)C)C)OC. Cell line: UACC-257. Synergy scores: CSS=-4.22, Synergy_ZIP=1.17, Synergy_Bliss=-2.12, Synergy_Loewe=-4.16, Synergy_HSA=-5.19. (3) Drug 1: C1CC(C1)(C(=O)O)C(=O)O.[NH2-].[NH2-].[Pt+2]. Drug 2: CC1CC(C(C(C=C(C(C(C=CC=C(C(=O)NC2=CC(=O)C(=C(C1)C2=O)OC)C)OC)OC(=O)N)C)C)O)OC. Cell line: HT29. Synergy scores: CSS=48.7, Synergy_ZIP=-2.08, Synergy_Bliss=-6.04, Synergy_Loewe=-10.7, Synergy_HSA=-4.39. (4) Drug 1: CC1=C(C=C(C=C1)NC(=O)C2=CC=C(C=C2)CN3CCN(CC3)C)NC4=NC=CC(=N4)C5=CN=CC=C5. Drug 2: CC1CCC2CC(C(=CC=CC=CC(CC(C(=O)C(C(C(=CC(C(=O)CC(OC(=O)C3CCCCN3C(=O)C(=O)C1(O2)O)C(C)CC4CCC(C(C4)OC)O)C)C)O)OC)C)C)C)OC. Cell line: PC-3. Synergy scores: CSS=-7.24, Synergy_ZIP=2.99, Synergy_Bliss=3.54, Synergy_Loewe=-6.45, Synergy_HSA=-4.70. (5) Cell line: RXF 393. Drug 1: CC1OCC2C(O1)C(C(C(O2)OC3C4COC(=O)C4C(C5=CC6=C(C=C35)OCO6)C7=CC(=C(C(=C7)OC)O)OC)O)O. Drug 2: CC1CCCC2(C(O2)CC(NC(=O)CC(C(C(=O)C(C1O)C)(C)C)O)C(=CC3=CSC(=N3)C)C)C. Synergy scores: CSS=18.1, Synergy_ZIP=-5.82, Synergy_Bliss=-3.09, Synergy_Loewe=-1.70, Synergy_HSA=-1.51. (6) Drug 1: C1CCN(CC1)CCOC2=CC=C(C=C2)C(=O)C3=C(SC4=C3C=CC(=C4)O)C5=CC=C(C=C5)O. Drug 2: C1=NC2=C(N=C(N=C2N1C3C(C(C(O3)CO)O)O)F)N. Cell line: T-47D. Synergy scores: CSS=7.52, Synergy_ZIP=-0.939, Synergy_Bliss=-1.09, Synergy_Loewe=-2.94, Synergy_HSA=-2.71. (7) Drug 1: CC12CCC(CC1=CCC3C2CCC4(C3CC=C4C5=CN=CC=C5)C)O. Drug 2: CC1=C2C(C(=O)C3(C(CC4C(C3C(C(C2(C)C)(CC1OC(=O)C(C(C5=CC=CC=C5)NC(=O)C6=CC=CC=C6)O)O)OC(=O)C7=CC=CC=C7)(CO4)OC(=O)C)O)C)OC(=O)C. Cell line: IGROV1. Synergy scores: CSS=43.7, Synergy_ZIP=9.04, Synergy_Bliss=9.34, Synergy_Loewe=-10.4, Synergy_HSA=10.9. (8) Drug 1: CC1=C(C=C(C=C1)C(=O)NC2=CC(=CC(=C2)C(F)(F)F)N3C=C(N=C3)C)NC4=NC=CC(=N4)C5=CN=CC=C5. Drug 2: CC12CCC3C(C1CCC2OP(=O)(O)O)CCC4=C3C=CC(=C4)OC(=O)N(CCCl)CCCl.[Na+]. Cell line: NCI/ADR-RES. Synergy scores: CSS=-2.57, Synergy_ZIP=1.82, Synergy_Bliss=2.16, Synergy_Loewe=-1.70, Synergy_HSA=-1.79.